Task: Predict the reactants needed to synthesize the given product.. Dataset: Full USPTO retrosynthesis dataset with 1.9M reactions from patents (1976-2016) (1) The reactants are: Cl.C[O:3][C:4]1[CH:9]=[CH:8][C:7]([S:10]([NH2:13])(=[O:12])=[O:11])=[C:6](C)[C:5]=1[C:15]1[CH:24]=[CH:23][C:22]2[C:17](=[CH:18][CH:19]=[C:20]([O:25]C)[CH:21]=2)[C:16]=1[C:27](=[O:43])[C:28]1[CH:33]=[CH:32][C:31]([O:34][CH2:35][CH2:36][N:37]2[CH2:42][CH2:41][CH2:40][CH2:39][CH2:38]2)=[CH:30][CH:29]=1.B(Br)(Br)Br.[CH2:48](Cl)Cl. Given the product [OH:3][C:4]1[CH:9]=[CH:8][C:7]([S:10]([NH:13][CH3:48])(=[O:11])=[O:12])=[CH:6][C:5]=1[C:15]1[CH:24]=[CH:23][C:22]2[C:17](=[CH:18][CH:19]=[C:20]([OH:25])[CH:21]=2)[C:16]=1[C:27](=[O:43])[C:28]1[CH:33]=[CH:32][C:31]([O:34][CH2:35][CH2:36][N:37]2[CH2:38][CH2:39][CH2:40][CH2:41][CH2:42]2)=[CH:30][CH:29]=1, predict the reactants needed to synthesize it. (2) Given the product [CH:1]1([C:20]2[CH:21]=[C:22]([O:24][CH3:25])[CH:23]=[C:10]([F:9])[C:11]=2[C:12]2[O:17][CH2:16][C:15]([CH3:19])([CH3:18])[N:14]=2)[CH2:4][CH2:3][CH2:2]1, predict the reactants needed to synthesize it. The reactants are: [CH:1]1(Cl)[CH2:4][CH2:3][CH2:2]1.[Mg].II.[F:9][C:10]1[CH:23]=[C:22]([O:24][CH3:25])[CH:21]=[C:20](F)[C:11]=1[C:12]([NH:14][C:15]([CH3:19])([CH3:18])[CH2:16][OH:17])=O.[Na+].[Na+].C(N(CC(O)=O)CC(O)=O)CN(CC([O-])=O)CC([O-])=O.